From a dataset of Peptide-MHC class I binding affinity with 185,985 pairs from IEDB/IMGT. Regression. Given a peptide amino acid sequence and an MHC pseudo amino acid sequence, predict their binding affinity value. This is MHC class I binding data. (1) The peptide sequence is FANNEFTLV. The MHC is HLA-A02:02 with pseudo-sequence HLA-A02:02. The binding affinity (normalized) is 0.840. (2) The peptide sequence is YPIVKGFAV. The MHC is HLA-B07:02 with pseudo-sequence HLA-B07:02. The binding affinity (normalized) is 0.763. (3) The peptide sequence is LKFSLPFPFLYKFLL. The MHC is HLA-A23:01 with pseudo-sequence HLA-A23:01. The binding affinity (normalized) is 0.424. (4) The peptide sequence is VFSRMETKLI. The MHC is Patr-A0701 with pseudo-sequence Patr-A0701. The binding affinity (normalized) is 0.00897. (5) The peptide sequence is VIILIVHPSW. The MHC is Mamu-B17 with pseudo-sequence Mamu-B17. The binding affinity (normalized) is 0.282. (6) The peptide sequence is GGGNSSWPWQI. The MHC is Mamu-A02 with pseudo-sequence Mamu-A02. The binding affinity (normalized) is 0. (7) The binding affinity (normalized) is 0.213. The peptide sequence is YEEAGRGSM. The MHC is HLA-B53:01 with pseudo-sequence HLA-B53:01.